Predict the reactants needed to synthesize the given product. From a dataset of Full USPTO retrosynthesis dataset with 1.9M reactions from patents (1976-2016). (1) The reactants are: [CH3:1][CH2:2][O:3][C:4]([CH:6](P(OCC)(OCC)=O)[CH3:7])=[O:5].C([Li])CCC.[F:21][C:22]1[CH:23]=[C:24]([CH:27]=[C:28]([F:30])[CH:29]=1)[CH:25]=O.O. Given the product [F:21][C:22]1[CH:23]=[C:24](/[CH:25]=[C:6](\[CH3:7])/[C:4]([O:3][CH2:2][CH3:1])=[O:5])[CH:27]=[C:28]([F:30])[CH:29]=1, predict the reactants needed to synthesize it. (2) Given the product [CH3:46][NH:45][C@@H:37]([CH2:38][C:39]1[CH:40]=[CH:41][CH:42]=[CH:43][CH:44]=1)[C:36]([NH:35][C:27]1[CH:26]=[CH:25][C:24]2[S:23][C:22]3[C:31](=[CH:32][CH:33]=[CH:34][C:21]=3[C:16]3[NH:17][C:18](=[O:20])[CH:19]=[C:14]([N:11]4[CH2:10][CH2:9][O:8][CH2:13][CH2:12]4)[CH:15]=3)[S:30][C:29]=2[CH:28]=1)=[O:54], predict the reactants needed to synthesize it. The reactants are: Cl.O1CCOCC1.[O:8]1[CH2:13][CH2:12][N:11]([C:14]2[CH:15]=[C:16]([C:21]3[CH:34]=[CH:33][CH:32]=[C:31]4[C:22]=3[S:23][C:24]3[CH:25]=[CH:26][C:27]([NH:35][C:36](=[O:54])[C@@H:37]([NH:45][C:46](=O)OCC(C)(C)C)[CH2:38][C:39]5[CH:44]=[CH:43][CH:42]=[CH:41][CH:40]=5)=[CH:28][C:29]=3[S:30]4)[NH:17][C:18](=[O:20])[CH:19]=2)[CH2:10][CH2:9]1. (3) Given the product [Br:1][C:2]1[N:6]([C:7]([CH3:8])([CH3:9])[CH3:10])[N:5]=[CH:4][C:3]=1[C:11]1[S:12][CH:13]=[C:14]([CH2:16][C:17]([NH:60][CH2:59][CH:56]2[CH2:57][CH2:58][O:53][CH2:54][CH2:55]2)=[O:19])[N:15]=1, predict the reactants needed to synthesize it. The reactants are: [Br:1][C:2]1[N:6]([C:7]([CH3:10])([CH3:9])[CH3:8])[N:5]=[CH:4][C:3]=1[C:11]1[S:12][CH:13]=[C:14]([CH2:16][C:17]([OH:19])=O)[N:15]=1.CN(C(ON1N=NC2C=CC=NC1=2)=[N+](C)C)C.F[P-](F)(F)(F)(F)F.CCN(C(C)C)C(C)C.[O:53]1[CH2:58][CH2:57][CH:56]([CH2:59][NH2:60])[CH2:55][CH2:54]1. (4) Given the product [ClH:29].[NH2:8][C@@H:9]1[CH2:21][C:20]2[C:19]3[C:14](=[CH:15][CH:16]=[C:17]([F:22])[CH:18]=3)[N:13]([CH2:23][C:24]([O:26][CH2:27][CH3:28])=[O:25])[C:12]=2[CH2:11][CH2:10]1, predict the reactants needed to synthesize it. The reactants are: C(OC([NH:8][C@@H:9]1[CH2:21][C:20]2[C:19]3[C:14](=[CH:15][CH:16]=[C:17]([F:22])[CH:18]=3)[N:13]([CH2:23][C:24]([O:26][CH2:27][CH3:28])=[O:25])[C:12]=2[CH2:11][CH2:10]1)=O)(C)(C)C.[ClH:29].O1CCOCC1. (5) Given the product [CH3:12][C:13]1[CH:30]=[CH:29][C:16]([C:17]([NH:19][C:20]2[CH:21]=[CH:22][C:23]([C:24]([NH:38][C:39]3[CH:44]=[CH:43][CH:42]=[CH:41][N:40]=3)=[O:25])=[CH:27][CH:28]=2)=[O:18])=[C:15]([N:31]2[CH2:32][CH2:33][CH:34]([CH3:37])[CH2:35][CH2:36]2)[CH:14]=1, predict the reactants needed to synthesize it. The reactants are: CN(C)CCCN=C=NCC.[CH3:12][C:13]1[CH:30]=[CH:29][C:16]([C:17]([NH:19][C:20]2[CH:28]=[CH:27][C:23]([C:24](O)=[O:25])=[CH:22][CH:21]=2)=[O:18])=[C:15]([N:31]2[CH2:36][CH2:35][CH:34]([CH3:37])[CH2:33][CH2:32]2)[CH:14]=1.[NH2:38][C:39]1[CH:44]=[CH:43][CH:42]=[CH:41][N:40]=1.ON1C2C=CC=CC=2N=N1.C(=O)([O-])[O-].[K+].[K+]. (6) Given the product [C:1]1([C:26]2[CH:31]=[CH:30][CH:29]=[CH:28][CH:27]=2)[CH:2]=[CH:3][C:4]([CH2:7][C@@H:8]([C:17]([NH:19][CH2:20][CH2:21][C:22]([O:24][CH3:25])=[O:23])=[O:18])[CH2:9][C:10]([OH:12])=[O:11])=[CH:5][CH:6]=1, predict the reactants needed to synthesize it. The reactants are: [C:1]1([C:26]2[CH:31]=[CH:30][CH:29]=[CH:28][CH:27]=2)[CH:6]=[CH:5][C:4]([CH2:7][C@@H:8]([C:17]([NH:19][CH2:20][CH2:21][C:22]([O:24][CH3:25])=[O:23])=[O:18])[CH2:9][C:10]([O:12]C(C)(C)C)=[O:11])=[CH:3][CH:2]=1. (7) Given the product [Cl:16][C:8]1[C:7]2[C:2]([F:1])=[CH:3][CH:4]=[CH:5][C:6]=2[S:10](=[O:12])(=[O:11])[N:9]=1, predict the reactants needed to synthesize it. The reactants are: [F:1][C:2]1[C:7]2[C:8](=O)[NH:9][S:10](=[O:12])(=[O:11])[C:6]=2[CH:5]=[CH:4][CH:3]=1.S(Cl)([Cl:16])=O.CN(C=O)C. (8) Given the product [Cl:21][C:22]1[CH:29]=[C:28]([F:30])[CH:27]=[CH:26][C:23]=1[CH2:24][N:9]1[C:8]([C:5]2[CH:6]=[CH:7][C:2]([F:1])=[CH:3][CH:4]=2)=[C:16]2[C:11]([C:12]([C:17]([F:18])([F:20])[F:19])=[CH:13][CH:14]=[CH:15]2)=[N:10]1, predict the reactants needed to synthesize it. The reactants are: [F:1][C:2]1[CH:7]=[CH:6][C:5]([C:8]2[C:16]3[C:11](=[C:12]([C:17]([F:20])([F:19])[F:18])[CH:13]=[CH:14][CH:15]=3)[NH:10][N:9]=2)=[CH:4][CH:3]=1.[Cl:21][C:22]1[CH:29]=[C:28]([F:30])[CH:27]=[CH:26][C:23]=1[CH2:24]Br.C(OCC)(=O)C. (9) Given the product [C:1]([O:4][C@@H:5]1[O:17][C@H:16]([CH3:18])[C@@H:11]([O:12][C:13](=[O:15])[CH3:14])[C@H:6]1[O:7][C:8](=[O:10])[CH3:9])(=[O:3])[CH3:2], predict the reactants needed to synthesize it. The reactants are: [C:1]([O:4][C@@H:5]1[O:17][C@H:16]([CH2:18]Cl)[C@@H:11]([O:12][C:13](=[O:15])[CH3:14])[C@H:6]1[O:7][C:8](=[O:10])[CH3:9])(=[O:3])[CH3:2].CC(O)C.C([O-])([O-])=O.[Na+].[Na+].[H][H].